From a dataset of Forward reaction prediction with 1.9M reactions from USPTO patents (1976-2016). Predict the product of the given reaction. (1) Given the reactants [F:1][C:2]1[CH:53]=[N:52][C:5]2[N:6]([C:31]3[CH:32]=[C:33]([C:37]4[CH:42]=[CH:41][CH:40]=[C:39]([CH2:43][NH:44]C(=O)OC(C)(C)C)[CH:38]=4)[CH:34]=[CH:35][CH:36]=3)[C:7](=[O:30])[N:8]([C@H:11]3[CH2:16][CH2:15][C@@H:14]([NH:17][C:18]([C:20]4[N:21]=[C:22]5[CH:27]=[CH:26][C:25]([F:28])=[CH:24][N:23]5[CH:29]=4)=[O:19])[CH2:13][CH2:12]3)[C:9](=[O:10])[C:4]=2[CH:3]=1.[ClH:54], predict the reaction product. The product is: [ClH:54].[NH2:44][CH2:43][C:39]1[CH:38]=[C:37]([C:33]2[CH:34]=[CH:35][CH:36]=[C:31]([N:6]3[C:5]4[N:52]=[CH:53][C:2]([F:1])=[CH:3][C:4]=4[C:9](=[O:10])[N:8]([C@@H:11]4[CH2:16][CH2:15][C@H:14]([NH:17][C:18]([C:20]5[N:21]=[C:22]6[CH:27]=[CH:26][C:25]([F:28])=[CH:24][N:23]6[CH:29]=5)=[O:19])[CH2:13][CH2:12]4)[C:7]3=[O:30])[CH:32]=2)[CH:42]=[CH:41][CH:40]=1. (2) Given the reactants [F:1][C:2]1[CH:3]=[C:4]2[C:11]([I:12])=[N:10][NH:9][C:5]2=[N:6][C:7]=1[CH3:8].C(=O)([O-])[O-].[Cs+].[Cs+].Br[CH2:20][C:21]1[CH:26]=[CH:25][CH:24]=[C:23]([F:27])[C:22]=1[F:28].O, predict the reaction product. The product is: [F:28][C:22]1[C:23]([F:27])=[CH:24][CH:25]=[CH:26][C:21]=1[CH2:20][N:9]1[C:5]2=[N:6][C:7]([CH3:8])=[C:2]([F:1])[CH:3]=[C:4]2[C:11]([I:12])=[N:10]1. (3) Given the reactants [CH:1]([C:4]1[CH2:8][C:7](=[O:9])[NH:6][N:5]=1)([CH3:3])[CH3:2].[Cl:10][C:11]1[C:20]2[C:15](=[CH:16][CH:17]=[CH:18][CH:19]=2)[N+:14]([O-])=[CH:13][CH:12]=1, predict the reaction product. The product is: [Cl:10][C:11]1[C:20]2[C:15](=[CH:16][CH:17]=[CH:18][CH:19]=2)[NH:14]/[C:13](=[C:8]2/[C:4]([CH:1]([CH3:3])[CH3:2])=[N:5][NH:6][C:7]/2=[O:9])/[CH:12]=1. (4) Given the reactants [CH:1]1([C:7]2([CH3:14])[NH:11][C:10](=[O:12])[NH:9][C:8]2=[O:13])[CH2:6][CH2:5][CH2:4][CH2:3][CH2:2]1.C([O-])([O-])=O.[K+].[K+].CN(C=O)C.[CH2:26](Br)[CH:27]=[CH2:28], predict the reaction product. The product is: [CH2:28]([N:9]1[C:8](=[O:13])[C:7]([CH:1]2[CH2:2][CH2:3][CH2:4][CH2:5][CH2:6]2)([CH3:14])[NH:11][C:10]1=[O:12])[CH:27]=[CH2:26]. (5) Given the reactants [Br:1][C:2]1[C:3]([S:22][C:23]2[C:24]3[CH2:32][N:31](C(OC(C)(C)C)=O)[CH2:30][CH2:29][C:25]=3[N:26]=[CH:27][N:28]=2)=[CH:4][C:5]([NH:8][C:9]2[S:10][CH:11]=[C:12]([CH2:14][CH2:15][C:16]3[CH:21]=[CH:20][CH:19]=[CH:18][CH:17]=3)[N:13]=2)=[N:6][CH:7]=1.C([O-])(O)=O.[Na+], predict the reaction product. The product is: [Br:1][C:2]1[C:3]([S:22][C:23]2[C:24]3[CH2:32][NH:31][CH2:30][CH2:29][C:25]=3[N:26]=[CH:27][N:28]=2)=[CH:4][C:5]([NH:8][C:9]2[S:10][CH:11]=[C:12]([CH2:14][CH2:15][C:16]3[CH:17]=[CH:18][CH:19]=[CH:20][CH:21]=3)[N:13]=2)=[N:6][CH:7]=1.